This data is from Hepatocyte clearance measurements from AstraZeneca. The task is: Regression/Classification. Given a drug SMILES string, predict its absorption, distribution, metabolism, or excretion properties. Task type varies by dataset: regression for continuous measurements (e.g., permeability, clearance, half-life) or binary classification for categorical outcomes (e.g., BBB penetration, CYP inhibition). For this dataset (clearance_hepatocyte_az), we predict log10(clearance) (log10 of the in vitro intrinsic clearance, CLint, in uL/min per 10^6 hepatocytes; values are censored to the assay range of 3 to 150, which is 0.477 to 2.18 on this log10 scale). (1) The drug is CC1(C)S[C@@H]2[C@H](NC(=O)C(C(=O)O)c3ccccc3)C(=O)N2[C@H]1C(=O)O. The log10(clearance) is 0.530. (2) The compound is NC(=O)N1c2ccccc2C=Cc2ccccc21. The log10(clearance) is 1.30. (3) The molecule is C[C@H](C(=O)O)c1cccc(C(=O)c2ccccc2)c1. The log10(clearance) is 1.32. (4) The compound is COc1cc2c(cc1-c1c(C)noc1C)ncc1[nH]c(=O)n([C@H](C)c3ccccn3)c12. The log10(clearance) is 0.510. (5) The compound is CC(C)(C)NS(=O)(=O)c1cncc(-c2ccc3nc(NC(=O)NCC(=O)N4CCOCC4)nn3c2)c1. The log10(clearance) is 0.530. (6) The drug is O=C(C1CCN(c2nnc(-n3cccc3)s2)CC1)N1CCc2ccccc2C1. The log10(clearance) is 1.67. (7) The log10(clearance) is 2.10. The drug is COC(=O)C1=C(C)NC(C)=C(C(=O)OC(C)C)[C@@H]1c1cccc2nonc12. (8) The molecule is Cc1ccc(NC(=O)c2cccc(N3CCOCC3)c2)cc1-n1cnc2ccc(N3CCN(C)CC3)cc2c1=O. The log10(clearance) is 0.780. (9) The compound is O=C(NCC1CCCCN1)c1cc(OCC(F)(F)F)ccc1OCC(F)(F)F. The log10(clearance) is 0.480.